This data is from Reaction yield outcomes from USPTO patents with 853,638 reactions. The task is: Predict the reaction yield, written as a fraction of the theoretical maximum amount of product (1.0 means a 100% yield; for example, 0.34 means a 34% yield). (1) The reactants are [C:1]1([OH:7])[CH:6]=[CH:5][CH:4]=[CH:3][CH:2]=1.[CH:8](O)([OH:13])[C:9]([F:12])([F:11])[F:10]. No catalyst specified. The product is [F:10][C:9]([F:12])([F:11])[CH:8]([C:2]1[CH:3]=[CH:4][CH:5]=[CH:6][C:1]=1[OH:7])[OH:13]. The yield is 0.880. (2) The reactants are [CH2:1]([CH:3]([CH2:6][CH2:7][CH2:8][CH3:9])[CH2:4][OH:5])[CH3:2].[H-].[Na+].[F:12][C:13]1[CH:18]=[CH:17][C:16]([N:19]2[C:24](=[O:25])[C:23](OS(C3C=CC(C)=CC=3)(=O)=O)=[C:22]([C:37]3[CH:42]=[CH:41][C:40]([S:43]([CH3:46])(=[O:45])=[O:44])=[CH:39][CH:38]=3)[CH:21]=[N:20]2)=[CH:15][CH:14]=1. The catalyst is C1COCC1. The product is [F:12][C:13]1[CH:18]=[CH:17][C:16]([N:19]2[C:24](=[O:25])[C:23]([O:5][CH2:4][CH:3]([CH2:1][CH3:2])[CH2:6][CH2:7][CH2:8][CH3:9])=[C:22]([C:37]3[CH:42]=[CH:41][C:40]([S:43]([CH3:46])(=[O:44])=[O:45])=[CH:39][CH:38]=3)[CH:21]=[N:20]2)=[CH:15][CH:14]=1. The yield is 0.600.